From a dataset of Reaction yield outcomes from USPTO patents with 853,638 reactions. Predict the reaction yield, written as a fraction of the theoretical maximum amount of product (1.0 means a 100% yield; for example, 0.34 means a 34% yield). (1) The reactants are [N:1]1([CH2:6][CH2:7][O:8][C:9]2[CH:10]=[C:11]3[C:16](=[CH:17][CH:18]=2)[C:15](=[O:19])[CH2:14][CH2:13][CH2:12]3)[CH:5]=[CH:4][N:3]=[CH:2]1.[CH:20]([C:22]1[CH:30]=[CH:29][C:25]([C:26]([OH:28])=[O:27])=[CH:24][CH:23]=1)=O.O1CCOCC1. The catalyst is [OH-].[K+].CCO.O. The product is [N:1]1([CH2:6][CH2:7][O:8][C:9]2[CH:10]=[C:11]3[C:16](=[CH:17][CH:18]=2)[C:15](=[O:19])[C:14](=[CH:20][C:22]2[CH:30]=[CH:29][C:25]([C:26]([OH:28])=[O:27])=[CH:24][CH:23]=2)[CH2:13][CH2:12]3)[CH:5]=[CH:4][N:3]=[CH:2]1. The yield is 0.100. (2) The reactants are C[O:2][C:3](=[O:21])[CH2:4][NH:5][C:6]([C:8]1[CH:13]=[C:12]([C:14]2[CH:19]=[CH:18][C:17]([CH3:20])=[CH:16][CH:15]=2)[CH:11]=[CH:10][N:9]=1)=[O:7].O.O[Li].O.Cl. The catalyst is C1COCC1. The product is [CH3:20][C:17]1[CH:16]=[CH:15][C:14]([C:12]2[CH:11]=[CH:10][N:9]=[C:8]([C:6]([NH:5][CH2:4][C:3]([OH:21])=[O:2])=[O:7])[CH:13]=2)=[CH:19][CH:18]=1. The yield is 0.120. (3) The reactants are [F:1][C:2]1[CH:10]=[CH:9][C:5]([CH:6]=[N:7][OH:8])=[CH:4][CH:3]=1.ClNC(=O)CCC(N)=O.[CH3:20][CH:21]([OH:24])[C:22]#[CH:23]. The catalyst is C(Cl)Cl. The product is [F:1][C:2]1[CH:10]=[CH:9][C:5]([C:6]2[CH:23]=[C:22]([CH:21]([OH:24])[CH3:20])[O:8][N:7]=2)=[CH:4][CH:3]=1. The yield is 0.500. (4) The reactants are [CH3:1][O:2][C:3]1[CH:4]=[C:5]([CH2:9][CH2:10][C:11]2[CH:12]=[C:13]([NH:16][C:17]([C:19]3[CH:20]=[CH:21][C:22]([C:25]([OH:27])=[O:26])=[N:23][CH:24]=3)=[O:18])[NH:14][N:15]=2)[CH:6]=[CH:7][CH:8]=1.[CH2:28](O)[CH3:29]. No catalyst specified. The product is [CH3:1][O:2][C:3]1[CH:4]=[C:5]([CH2:9][CH2:10][C:11]2[CH:12]=[C:13]([NH:16][C:17]([C:19]3[CH:20]=[CH:21][C:22]([C:25]([O:27][CH2:28][CH3:29])=[O:26])=[N:23][CH:24]=3)=[O:18])[NH:14][N:15]=2)[CH:6]=[CH:7][CH:8]=1. The yield is 0.150. (5) The reactants are Br[C:2]1[CH:3]=[C:4]2[C:9](=[CH:10][CH:11]=1)[CH:8]=[C:7]([O:12][CH2:13][C:14]1[C:15]([C:22]3[C:27]([Cl:28])=[CH:26][CH:25]=[CH:24][C:23]=3[Cl:29])=[N:16][O:17][C:18]=1[CH:19]([CH3:21])[CH3:20])[CH:6]=[CH:5]2.C(=O)([O-])[O-].[Na+].[Na+].OB(O)[C:38]1[CH:43]=[CH:42][C:41]([CH2:44][CH2:45][C:46]([OH:48])=[O:47])=[CH:40][CH:39]=1.Cl. The catalyst is O.C1C=CC([P]([Pd]([P](C2C=CC=CC=2)(C2C=CC=CC=2)C2C=CC=CC=2)([P](C2C=CC=CC=2)(C2C=CC=CC=2)C2C=CC=CC=2)[P](C2C=CC=CC=2)(C2C=CC=CC=2)C2C=CC=CC=2)(C2C=CC=CC=2)C2C=CC=CC=2)=CC=1.C(OCC)(=O)C.COCCOC. The product is [Cl:28][C:27]1[CH:26]=[CH:25][CH:24]=[C:23]([Cl:29])[C:22]=1[C:15]1[C:14]([CH2:13][O:12][C:7]2[CH:8]=[C:9]3[C:4](=[CH:5][CH:6]=2)[CH:3]=[C:2]([C:38]2[CH:43]=[CH:42][C:41]([CH2:44][CH2:45][C:46]([OH:48])=[O:47])=[CH:40][CH:39]=2)[CH:11]=[CH:10]3)=[C:18]([CH:19]([CH3:21])[CH3:20])[O:17][N:16]=1. The yield is 0.270. (6) The reactants are [Br:1][C:2]1[CH:3]=[C:4]2[C:9](=[CH:10][CH:11]=1)[NH:8][C:7](=[O:12])[CH2:6][CH2:5]2.C1C(=O)N(Br)C(=O)C1.C(OOC(=O)C1C=CC=CC=1)(=O)C1C=CC=CC=1. The catalyst is C(Cl)(Cl)Cl. The product is [Br:1][C:2]1[CH:3]=[C:4]2[C:9](=[CH:10][CH:11]=1)[NH:8][C:7](=[O:12])[CH:6]=[CH:5]2. The yield is 0.880. (7) The reactants are [N+:1]([C:4]1[CH:12]=[C:11]2[C:7]([CH:8]=[N:9][NH:10]2)=[CH:6][CH:5]=1)([O-:3])=[O:2].[N+:13]([O-])([OH:15])=[O:14]. The catalyst is C(O)(=O)C. The product is [N+:13]([C:5]1[CH:6]=[C:7]2[C:11](=[CH:12][C:4]=1[N+:1]([O-:3])=[O:2])[NH:10][N:9]=[CH:8]2)([O-:15])=[O:14]. The yield is 0.286.